Dataset: Full USPTO retrosynthesis dataset with 1.9M reactions from patents (1976-2016). Task: Predict the reactants needed to synthesize the given product. (1) Given the product [CH2:14]([C:16]1[CH:21]=[CH:20][CH:19]=[C:18]([CH3:22])[C:17]=1[C:23]1[CH:28]=[CH:27][CH:26]=[C:25]([CH2:29][O:1][C:2]2[CH:3]=[CH:4][C:5]([CH2:8][CH2:9][C:10]([OH:12])=[O:11])=[CH:6][CH:7]=2)[CH:24]=1)[CH3:15], predict the reactants needed to synthesize it. The reactants are: [OH:1][C:2]1[CH:7]=[CH:6][C:5]([CH2:8][CH2:9][C:10]([O:12]C)=[O:11])=[CH:4][CH:3]=1.[CH2:14]([C:16]1[CH:21]=[CH:20][CH:19]=[C:18]([CH3:22])[C:17]=1[C:23]1[CH:28]=[CH:27][CH:26]=[C:25]([CH2:29]O)[CH:24]=1)[CH3:15]. (2) The reactants are: ClCCCl.C(#N)C.[CH:8]1[CH:13]=[CH:12][CH:11]=[CH:10][CH:9]=1.N1C=C[CH:17]=[CH:16][CH:15]=1.[CH2:20]1[CH2:24][O:23][CH2:22][CH2:21]1. Given the product [C:22]([C:21]1[CH:20]=[CH:24][CH:17]=[CH:16][CH:15]=1)(=[O:23])[C:8]1[CH:13]=[CH:12][CH:11]=[CH:10][CH:9]=1, predict the reactants needed to synthesize it. (3) Given the product [O:15]([C:3]1[CH:4]=[C:5]([CH:13]=[CH:14][C:2]=1[C:23]([CH3:27])=[CH2:22])[C:6]([O:8][C:9]([CH3:12])([CH3:11])[CH3:10])=[O:7])[C:16]1[CH:21]=[CH:20][CH:19]=[CH:18][CH:17]=1, predict the reactants needed to synthesize it. The reactants are: Br[C:2]1[CH:14]=[CH:13][C:5]([C:6]([O:8][C:9]([CH3:12])([CH3:11])[CH3:10])=[O:7])=[CH:4][C:3]=1[O:15][C:16]1[CH:21]=[CH:20][CH:19]=[CH:18][CH:17]=1.[CH3:22][C:23]1(C)[C:27](C)(C)OB(C(C)=C)O1.C(=O)([O-])[O-].[Na+].[Na+]. (4) The reactants are: [Cl:1][C:2]1[S:3][CH:4]=[CH:5][C:6]=1[C:7]1[CH:12]=[C:11]([F:13])[CH:10]=[CH:9][C:8]=1[F:14].[Cl:15][S:16](O)(=[O:18])=[O:17]. Given the product [Cl:1][C:2]1[S:3][C:4]([S:16]([Cl:15])(=[O:18])=[O:17])=[CH:5][C:6]=1[C:7]1[CH:12]=[C:11]([F:13])[CH:10]=[CH:9][C:8]=1[F:14], predict the reactants needed to synthesize it. (5) Given the product [O:1]=[C:2]1[N:8]([CH:9]2[CH2:10][CH2:11][N:12]([C:15]([O:17][C@H:18]([CH2:37][C:38]3[CH:43]=[C:42]([CH3:44])[C:41]([OH:45])=[C:40]([CH3:46])[CH:39]=3)[C:19]([N:21]3[CH2:26][CH2:25][N:24]([CH:27]4[CH2:28][CH2:29][N:30]([CH2:33][C:34]([O:36][CH2:57][CH2:56][O:55][CH2:54][CH2:53][O:52][CH3:51])=[O:35])[CH2:31][CH2:32]4)[CH2:23][CH2:22]3)=[O:20])=[O:16])[CH2:13][CH2:14]2)[CH2:7][CH2:6][C:5]2[CH:47]=[CH:48][CH:49]=[CH:50][C:4]=2[NH:3]1, predict the reactants needed to synthesize it. The reactants are: [O:1]=[C:2]1[N:8]([CH:9]2[CH2:14][CH2:13][N:12]([C:15]([O:17][C@H:18]([CH2:37][C:38]3[CH:43]=[C:42]([CH3:44])[C:41]([OH:45])=[C:40]([CH3:46])[CH:39]=3)[C:19]([N:21]3[CH2:26][CH2:25][N:24]([CH:27]4[CH2:32][CH2:31][N:30]([CH2:33][C:34]([OH:36])=[O:35])[CH2:29][CH2:28]4)[CH2:23][CH2:22]3)=[O:20])=[O:16])[CH2:11][CH2:10]2)[CH2:7][CH2:6][C:5]2[CH:47]=[CH:48][CH:49]=[CH:50][C:4]=2[NH:3]1.[CH3:51][O:52][CH2:53][CH2:54][O:55][CH2:56][CH2:57]O. (6) The reactants are: [C:1]([O:5][C:6](=[O:23])[NH:7][C:8]1[S:9][CH:10]=[CH:11][C@:12]([C:15]2[CH:20]=[CH:19][CH:18]=[C:17]([F:21])[C:16]=2[F:22])([CH3:14])[N:13]=1)([CH3:4])([CH3:3])[CH3:2].C[Si]([N-][Si](C)(C)C)(C)C.[Li+].[CH3:34][Si:35]([CH3:42])([CH3:41])[CH2:36][CH2:37][O:38][CH2:39]Cl. Given the product [C:1]([O:5][C:6](=[O:23])[N:7]([C:8]1[S:9][CH:10]=[CH:11][C@:12]([C:15]2[CH:20]=[CH:19][CH:18]=[C:17]([F:21])[C:16]=2[F:22])([CH3:14])[N:13]=1)[CH2:39][O:38][CH2:37][CH2:36][Si:35]([CH3:42])([CH3:41])[CH3:34])([CH3:2])([CH3:3])[CH3:4], predict the reactants needed to synthesize it. (7) Given the product [CH3:23][C:15]1[C:16]([C:17]2[NH:21][C:20]([CH3:22])=[N:19][N:18]=2)=[C:12]([NH:11][C:9](=[O:10])[CH2:8][C:5]2[CH:6]=[CH:7][C:2]([C:27]3[CH:28]=[CH:29][N:24]=[CH:25][CH:26]=3)=[CH:3][CH:4]=2)[S:13][CH:14]=1, predict the reactants needed to synthesize it. The reactants are: I[C:2]1[CH:7]=[CH:6][C:5]([CH2:8][C:9]([NH:11][C:12]2[S:13][CH:14]=[C:15]([CH3:23])[C:16]=2[C:17]2[NH:21][C:20]([CH3:22])=[N:19][N:18]=2)=[O:10])=[CH:4][CH:3]=1.[N:24]1[CH:29]=[CH:28][C:27](B(O)O)=[CH:26][CH:25]=1.C(=O)(O)[O-].[Na+].COCCOC. (8) Given the product [CH3:26][O:25][C:20]1[CH:21]=[CH:22][CH:23]=[CH:24][C:19]=1[C:17]1[CH:16]=[C:3]2[C:2]([CH:1]3[CH2:7][CH:4]2[CH2:5][CH2:6]3)=[N:29][N:28]=1, predict the reactants needed to synthesize it. The reactants are: [CH:1]12[CH2:7][CH:4]([CH2:5][CH2:6]1)[C:3](=O)[C:2]2=O.COP([CH2:16][C:17]([C:19]1[CH:24]=[CH:23][CH:22]=[CH:21][C:20]=1[O:25][CH3:26])=O)(=O)OC.O.[NH2:28][NH2:29]. (9) Given the product [C:37]([C:36]1[C:35]([N:29]2[CH2:30][CH2:31][N:32]([C:19]([C:18]3[CH:17]=[C:16]([CH:24]=[CH:23][CH:22]=3)[CH2:15][O:14][NH:13][C:11](=[O:12])[C:10]3[CH:25]=[CH:26][CH:27]=[CH:28][C:9]=3[NH:8][CH2:7][C:4]3[CH:5]=[CH:6][N:1]=[CH:2][CH:3]=3)=[O:21])[CH2:33][CH2:34]2)=[N:42][CH:41]=[CH:40][CH:39]=1)#[N:38], predict the reactants needed to synthesize it. The reactants are: [N:1]1[CH:6]=[CH:5][C:4]([CH2:7][NH:8][C:9]2[CH:28]=[CH:27][CH:26]=[CH:25][C:10]=2[C:11]([NH:13][O:14][CH2:15][C:16]2[CH:17]=[C:18]([CH:22]=[CH:23][CH:24]=2)[C:19]([OH:21])=O)=[O:12])=[CH:3][CH:2]=1.[N:29]1([C:35]2[N:42]=[CH:41][CH:40]=[CH:39][C:36]=2[C:37]#[N:38])[CH2:34][CH2:33][NH:32][CH2:31][CH2:30]1. (10) Given the product [F:15][C:16]1[CH:21]=[C:20]([F:22])[CH:19]=[CH:18][C:17]=1[C:23]1[CH:28]=[CH:27][CH:26]=[C:25]([NH:29][C:12]([C:8]2[NH:9][C:10]3[C:6]([CH:7]=2)=[CH:5][CH:4]=[C:3]([O:2][CH3:1])[CH:11]=3)=[O:14])[CH:24]=1, predict the reactants needed to synthesize it. The reactants are: [CH3:1][O:2][C:3]1[CH:11]=[C:10]2[C:6]([CH:7]=[C:8]([C:12]([OH:14])=O)[NH:9]2)=[CH:5][CH:4]=1.[F:15][C:16]1[CH:21]=[C:20]([F:22])[CH:19]=[CH:18][C:17]=1[C:23]1[CH:28]=[CH:27][CH:26]=[C:25]([NH2:29])[CH:24]=1.CN(C(ON1N=NC2C=CC=NC1=2)=[N+](C)C)C.F[P-](F)(F)(F)(F)F.CCN(C(C)C)C(C)C.